Dataset: Catalyst prediction with 721,799 reactions and 888 catalyst types from USPTO. Task: Predict which catalyst facilitates the given reaction. (1) Reactant: C1COCC1.Br[C:7]1[CH:12]=[CH:11][C:10]([C:13]2[CH:18]=[C:17]([F:19])[CH:16]=[C:15]([F:20])[CH:14]=2)=[C:9]([F:21])[CH:8]=1.[C:22](=[O:24])=[O:23]. Product: [F:21][C:9]1[CH:8]=[C:7]([C:22]([OH:24])=[O:23])[CH:12]=[CH:11][C:10]=1[C:13]1[CH:18]=[C:17]([F:19])[CH:16]=[C:15]([F:20])[CH:14]=1. The catalyst class is: 33. (2) Reactant: [Na].[C:2]1([CH:8]([C:18]2[CH:23]=[CH:22][CH:21]=[CH:20][CH:19]=2)[N:9]2[CH2:14][CH2:13][CH:12]([CH2:15][C:16]#[N:17])[CH2:11][CH2:10]2)[CH:7]=[CH:6][CH:5]=[CH:4][CH:3]=1.S(=O)(=O)(O)O.[OH-].[Na+]. Product: [C:2]1([CH:8]([C:18]2[CH:23]=[CH:22][CH:21]=[CH:20][CH:19]=2)[N:9]2[CH2:14][CH2:13][CH:12]([CH2:15][CH2:16][NH2:17])[CH2:11][CH2:10]2)[CH:3]=[CH:4][CH:5]=[CH:6][CH:7]=1. The catalyst class is: 1. (3) Reactant: C([O:4]C(N1C[C@H](O)C[C@H]1C(OC)=O)=O)C=C.O[C@H]1CN[C@H](C(O)=O)C1.[CH2:26]([O:33][C:34]1[C:60]([O:61][CH3:62])=[CH:59][C:37]([C:38]([N:40]2[CH:44]=[C:43]([CH2:45][C:46](OC)=O)[CH2:42][C@H:41]2[CH2:50]O[Si](C(C)(C)C)(C)C)=[O:39])=[C:36]([N+:63]([O-])=O)[CH:35]=1)[C:27]1[CH:32]=[CH:31][CH:30]=[CH:29][CH:28]=1.C(OC(N1C[C@H](O)C[C@H]1CO)=O)C=C.C(OC1C(OC)=CC2C(=O)N3C=C(CC(OC)=O)C[C@H]3[C@@H](OC)NC=2C=1)C1C=CC=CC=1.C(OC(N1C[C@H](O)C[C@H]1CO[Si](C(C)(C)C)(C)C)=O)C=C.[SiH3]O[SiH3]. Product: [CH2:26]([O:33][C:34]1[C:60]([O:61][CH3:62])=[CH:59][C:37]2[C:38](=[O:39])[N:40]3[CH2:44][CH:43]([CH:45]([OH:4])[CH3:46])[CH2:42][C@H:41]3[CH:50]=[N:63][C:36]=2[CH:35]=1)[C:27]1[CH:28]=[CH:29][CH:30]=[CH:31][CH:32]=1. The catalyst class is: 22. (4) Reactant: Cl[C:2]1[CH:7]=[CH:6][N:5]=[CH:4][C:3]=1[N+:8]([O-:10])=[O:9].[NH2:11][C@@H:12]1[CH2:17][CH2:16][C@H:15]([C:18]([O:20][CH2:21]C)=[O:19])[CH2:14][CH2:13]1.C(#N)C.CCN(C(C)C)C(C)C. Product: [N+:8]([C:3]1[CH:4]=[N:5][CH:6]=[CH:7][C:2]=1[NH:11][C@@H:12]1[CH2:13][CH2:14][C@H:15]([C:18]([O:20][CH3:21])=[O:19])[CH2:16][CH2:17]1)([O-:10])=[O:9]. The catalyst class is: 232. (5) Reactant: [C:1]([OH:4])(=O)[CH3:2].[Br-].BrC1SC=C(C)[N+]=1C.C(N(CC)C(C)C)(C)C.[NH2:23][C:24]1[CH:29]=[CH:28][CH:27]=[CH:26][CH:25]=1. Product: [C:1]([NH:23][C:24]1[CH:29]=[CH:28][CH:27]=[CH:26][CH:25]=1)(=[O:4])[CH3:2]. The catalyst class is: 4. (6) Reactant: [C:9](O[C:9]([O:11][C:12]([CH3:15])([CH3:14])[CH3:13])=[O:10])([O:11][C:12]([CH3:15])([CH3:14])[CH3:13])=[O:10].[Br:16][C:17]1[C:25]2[C:20](=[CH:21][C:22]([CH2:26][NH:27][CH:28]3[CH2:30][CH2:29]3)=[CH:23][CH:24]=2)[N:19]([CH2:31][CH2:32][CH2:33][O:34][CH3:35])[N:18]=1. The catalyst class is: 4. Product: [Br:16][C:17]1[C:25]2[C:20](=[CH:21][C:22]([CH2:26][N:27]([CH:28]3[CH2:30][CH2:29]3)[C:9](=[O:10])[O:11][C:12]([CH3:13])([CH3:14])[CH3:15])=[CH:23][CH:24]=2)[N:19]([CH2:31][CH2:32][CH2:33][O:34][CH3:35])[N:18]=1. (7) Reactant: [C:1]([OH:12])(=[O:11])[C:2]1[CH:10]=[CH:9][C:5]([C:6]([OH:8])=[O:7])=[CH:4][CH:3]=1.[OH-].[CH2:14]([N+:18]([CH2:27][CH2:28][CH2:29][CH3:30])([CH2:23][CH2:24][CH2:25][CH3:26])[CH2:19][CH2:20][CH2:21][CH3:22])[CH2:15][CH2:16][CH3:17]. Product: [C:1]([O-:12])(=[O:11])[C:2]1[CH:10]=[CH:9][C:5]([C:6]([O-:8])=[O:7])=[CH:4][CH:3]=1.[CH2:27]([N+:18]([CH2:14][CH2:15][CH2:16][CH3:17])([CH2:19][CH2:20][CH2:21][CH3:22])[CH2:23][CH2:24][CH2:25][CH3:26])[CH2:28][CH2:29][CH3:30].[CH2:27]([N+:18]([CH2:14][CH2:15][CH2:16][CH3:17])([CH2:19][CH2:20][CH2:21][CH3:22])[CH2:23][CH2:24][CH2:25][CH3:26])[CH2:28][CH2:29][CH3:30]. The catalyst class is: 5.